From a dataset of Reaction yield outcomes from USPTO patents with 853,638 reactions. Predict the reaction yield, written as a fraction of the theoretical maximum amount of product (1.0 means a 100% yield; for example, 0.34 means a 34% yield). (1) The reactants are [F:1][C:2]1[CH:10]=[CH:9][CH:8]=[C:7]2[C:3]=1[C:4]([C:18]([O:20][CH3:21])=[O:19])=[N:5][N:6]2[C:11]1[CH:16]=[C:15](I)[CH:14]=[CH:13][N:12]=1.[C:22]([C@:24]1([OH:31])[CH2:28][CH2:27][N:26]([CH3:29])[C:25]1=[O:30])#[CH:23]. No catalyst specified. The product is [F:1][C:2]1[CH:10]=[CH:9][CH:8]=[C:7]2[C:3]=1[C:4]([C:18]([O:20][CH3:21])=[O:19])=[N:5][N:6]2[C:11]1[CH:16]=[C:15]([C:23]#[C:22][C@:24]2([OH:31])[CH2:28][CH2:27][N:26]([CH3:29])[C:25]2=[O:30])[CH:14]=[CH:13][N:12]=1. The yield is 0.750. (2) The reactants are Br[C:2]1[C:3](=[O:10])[N:4]([CH3:9])[N:5]=[C:6]([Cl:8])[CH:7]=1.[CH:11](B(O)O)=[CH:12][C:13]1[CH:18]=[CH:17][CH:16]=[CH:15][CH:14]=1.P([O-])([O-])([O-])=O.[K+].[K+].[K+]. The catalyst is O1CCOCC1.Cl[Pd](Cl)([P](C1C=CC=CC=1)(C1C=CC=CC=1)C1C=CC=CC=1)[P](C1C=CC=CC=1)(C1C=CC=CC=1)C1C=CC=CC=1. The product is [Cl:8][C:6]1[CH:7]=[C:2]([CH:11]=[CH:12][C:13]2[CH:18]=[CH:17][CH:16]=[CH:15][CH:14]=2)[C:3](=[O:10])[N:4]([CH3:9])[N:5]=1. The yield is 0.679. (3) The reactants are [CH:1]1([C:5]2[C:13]([C:14]3[NH:15][C:16]([CH2:19][CH3:20])=[CH:17][N:18]=3)=[CH:12][C:8]([C:9]([OH:11])=O)=[C:7]([CH3:21])[CH:6]=2)[CH2:4][CH2:3][CH2:2]1.Cl.[NH:23]1[CH2:28][CH2:27][CH:26]([C:29]2[CH:36]=[CH:35][C:32]([C:33]#[N:34])=[CH:31][CH:30]=2)[CH2:25][CH2:24]1.CCN=C=NCCCN(C)C.Cl. The catalyst is CN(C)C=O.CN(C)C1C=CN=CC=1. The product is [CH:1]1([C:5]2[C:13]([C:14]3[NH:15][C:16]([CH2:19][CH3:20])=[CH:17][N:18]=3)=[CH:12][C:8]([C:9]([N:23]3[CH2:28][CH2:27][CH:26]([C:29]4[CH:36]=[CH:35][C:32]([C:33]#[N:34])=[CH:31][CH:30]=4)[CH2:25][CH2:24]3)=[O:11])=[C:7]([CH3:21])[CH:6]=2)[CH2:4][CH2:3][CH2:2]1. The yield is 0.290.